This data is from Reaction yield outcomes from USPTO patents with 853,638 reactions. The task is: Predict the reaction yield, written as a fraction of the theoretical maximum amount of product (1.0 means a 100% yield; for example, 0.34 means a 34% yield). (1) The reactants are [C:1]([C:3]1[CH:19]=[CH:18][C:6]([O:7][C:8]2[CH:9]=[CH:10][C:11]3[B:15]([OH:16])[O:14][CH2:13][C:12]=3[CH:17]=2)=[CH:5][C:4]=1[OH:20])#[N:2].[H-].[Na+].[CH:23]1(I)[CH2:27][CH2:26][CH2:25][CH2:24]1. The catalyst is C1COCC1.CN(C=O)C. The product is [CH:23]1([O:20][C:4]2[CH:5]=[C:6]([O:7][C:8]3[CH:9]=[CH:10][C:11]4[B:15]([OH:16])[O:14][CH2:13][C:12]=4[CH:17]=3)[CH:18]=[CH:19][C:3]=2[C:1]#[N:2])[CH2:27][CH2:26][CH2:25][CH2:24]1. The yield is 0.126. (2) The reactants are [Al+3].[Cl-].[Cl-].[Cl-].[C:5]1([NH:11][C:12](=[O:17])[CH:13]=[C:14]([CH3:16])[CH3:15])[CH:10]=[CH:9][CH:8]=[CH:7][CH:6]=1. The catalyst is C1C=CC=CC=1. The product is [CH3:16][C:14]1([CH3:15])[C:10]2[C:5](=[CH:6][CH:7]=[CH:8][CH:9]=2)[NH:11][C:12](=[O:17])[CH2:13]1. The yield is 0.860. (3) No catalyst specified. The yield is 0.120. The product is [Br:1][C:2]1[C:7]([O:8][CH3:9])=[CH:6][C:5]([C:10]2[O:11][C:12]([C:31](=[O:32])[CH:30]([C:27]3[CH:28]=[CH:29][C:24]([C:22]4[O:23][C:19]([CH2:17][CH3:18])=[N:20][N:21]=4)=[CH:25][CH:26]=3)[O:37][CH3:38])=[CH:13][CH:14]=2)=[CH:4][C:3]=1[O:15][CH3:16]. The reactants are [Br:1][C:2]1[C:7]([O:8][CH3:9])=[CH:6][C:5]([C:10]2[O:11][CH:12]=[CH:13][CH:14]=2)=[CH:4][C:3]=1[O:15][CH3:16].[CH2:17]([C:19]1[O:23][C:22]([C:24]2[CH:29]=[CH:28][C:27]([CH:30]([O:37][CH3:38])[C:31](N(OC)C)=[O:32])=[CH:26][CH:25]=2)=[N:21][N:20]=1)[CH3:18]. (4) The reactants are [C:1]([O:5][C:6]([N:8]1[CH2:12][C@H:11]([O:13][CH2:14][CH2:15][CH3:16])[CH2:10][C@@H:9]1[C@@H:17]([O:41][Si:42]([C:45]([CH3:48])([CH3:47])[CH3:46])([CH3:44])[CH3:43])[C@@H:18]([NH:28][C:29]([C:31]1[CH:32]=[C:33]([CH:37]=[C:38]([CH3:40])[CH:39]=1)C(O)=O)=[O:30])[CH2:19][C:20]1[CH:25]=[C:24]([F:26])[CH:23]=[C:22]([F:27])[CH:21]=1)=[O:7])([CH3:4])([CH3:3])[CH3:2].CCN([CH:55]([CH3:57])[CH3:56])C(C)C.C[N:59]([C:61]([O:65]N1N=NC2C=CC=NC1=2)=[N+](C)C)C.F[P-](F)(F)(F)(F)F.[CH2:82](NCCC)[CH2:83][CH3:84]. The catalyst is ClCCl. The product is [C:61]([NH:59][C:33]1[CH:32]=[C:31]([CH:39]=[C:38]([CH3:40])[CH:37]=1)[C:29]([NH:28][C@@H:18]([CH2:19][C:20]1[CH:25]=[C:24]([F:26])[CH:23]=[C:22]([F:27])[CH:21]=1)[C@@H:17]([C@H:9]1[CH2:10][C@@H:11]([O:13][CH2:14][CH2:15][CH3:16])[CH2:12][N:8]1[C:6]([O:5][C:1]([CH3:3])([CH3:2])[CH3:4])=[O:7])[O:41][Si:42]([C:45]([CH3:48])([CH3:46])[CH3:47])([CH3:43])[CH3:44])=[O:30])(=[O:65])[C:56]1[CH:55]=[CH:57][CH:84]=[CH:83][CH:82]=1. The yield is 0.900.